Task: Regression. Given two drug SMILES strings and cell line genomic features, predict the synergy score measuring deviation from expected non-interaction effect.. Dataset: NCI-60 drug combinations with 297,098 pairs across 59 cell lines (1) Drug 1: C1=CC(=CC=C1C#N)C(C2=CC=C(C=C2)C#N)N3C=NC=N3. Drug 2: COC1=NC(=NC2=C1N=CN2C3C(C(C(O3)CO)O)O)N. Cell line: 786-0. Synergy scores: CSS=-21.6, Synergy_ZIP=9.25, Synergy_Bliss=0.611, Synergy_Loewe=-35.8, Synergy_HSA=-35.4. (2) Drug 1: C1=CN(C=N1)CC(O)(P(=O)(O)O)P(=O)(O)O. Drug 2: CN(CCCl)CCCl.Cl. Cell line: NCIH23. Synergy scores: CSS=26.6, Synergy_ZIP=11.9, Synergy_Bliss=18.7, Synergy_Loewe=-4.85, Synergy_HSA=-0.823. (3) Drug 1: C1=CC(=CC=C1CCC2=CNC3=C2C(=O)NC(=N3)N)C(=O)NC(CCC(=O)O)C(=O)O. Drug 2: CC1=C(C(=CC=C1)Cl)NC(=O)C2=CN=C(S2)NC3=CC(=NC(=N3)C)N4CCN(CC4)CCO. Cell line: NCI/ADR-RES. Synergy scores: CSS=13.0, Synergy_ZIP=-0.794, Synergy_Bliss=-0.235, Synergy_Loewe=-2.15, Synergy_HSA=-0.349. (4) Drug 1: CCCCCOC(=O)NC1=NC(=O)N(C=C1F)C2C(C(C(O2)C)O)O. Drug 2: CS(=O)(=O)OCCCCOS(=O)(=O)C. Synergy scores: CSS=-4.23, Synergy_ZIP=2.31, Synergy_Bliss=0.0683, Synergy_Loewe=-8.01, Synergy_HSA=-6.61. Cell line: NCI-H226.